Dataset: NCI-60 drug combinations with 297,098 pairs across 59 cell lines. Task: Regression. Given two drug SMILES strings and cell line genomic features, predict the synergy score measuring deviation from expected non-interaction effect. (1) Drug 1: CC(C1=C(C=CC(=C1Cl)F)Cl)OC2=C(N=CC(=C2)C3=CN(N=C3)C4CCNCC4)N. Drug 2: CN(CC1=CN=C2C(=N1)C(=NC(=N2)N)N)C3=CC=C(C=C3)C(=O)NC(CCC(=O)O)C(=O)O. Cell line: MCF7. Synergy scores: CSS=17.0, Synergy_ZIP=-4.28, Synergy_Bliss=-6.16, Synergy_Loewe=-12.6, Synergy_HSA=-4.80. (2) Drug 1: CCCCCOC(=O)NC1=NC(=O)N(C=C1F)C2C(C(C(O2)C)O)O. Drug 2: C(CN)CNCCSP(=O)(O)O. Cell line: DU-145. Synergy scores: CSS=-1.81, Synergy_ZIP=1.63, Synergy_Bliss=-0.359, Synergy_Loewe=-1.22, Synergy_HSA=-2.02.